From a dataset of Forward reaction prediction with 1.9M reactions from USPTO patents (1976-2016). Predict the product of the given reaction. (1) The product is: [F:31][C:9]1[CH:8]=[C:7]([CH:12]=[CH:11][C:10]=1[C:13]1[S:14][C:15]2[C:20]([N:21]=1)=[CH:19][CH:18]=[C:17]([C:22]1([C:25]3[CH:26]=[CH:27][CH:28]=[CH:29][CH:30]=3)[CH2:23][CH2:24]1)[N:16]=2)[CH:2]=[O:1]. Given the reactants [O:1]1CCCO[CH:2]1[C:7]1[CH:12]=[CH:11][C:10]([C:13]2[S:14][C:15]3[C:20]([N:21]=2)=[CH:19][CH:18]=[C:17]([C:22]2([C:25]4[CH:30]=[CH:29][CH:28]=[CH:27][CH:26]=4)[CH2:24][CH2:23]2)[N:16]=3)=[C:9]([F:31])[CH:8]=1.Cl.O, predict the reaction product. (2) Given the reactants [CH3:1][O:2][C:3]([C:5]1[C:10]([O:11][C:12](=[O:19])[C:13]2[CH:18]=[CH:17][CH:16]=[CH:15][CH:14]=2)=[C:9]([O:20][C:21](=[O:28])[C:22]2[CH:27]=[CH:26][CH:25]=[CH:24][CH:23]=2)[N:8]=[C:7]([CH2:29][C:30]2[CH:35]=[CH:34][CH:33]=[CH:32][CH:31]=2)[N:6]=1)=[O:4].[Br:36]N1C(=O)CCC1=O.C(OOC(=O)C1C=CC=CC=1)(=O)C1C=CC=CC=1, predict the reaction product. The product is: [CH3:1][O:2][C:3]([C:5]1[C:10]([O:11][C:12](=[O:19])[C:13]2[CH:14]=[CH:15][CH:16]=[CH:17][CH:18]=2)=[C:9]([O:20][C:21](=[O:28])[C:22]2[CH:23]=[CH:24][CH:25]=[CH:26][CH:27]=2)[N:8]=[C:7]([CH:29]([Br:36])[C:30]2[CH:35]=[CH:34][CH:33]=[CH:32][CH:31]=2)[N:6]=1)=[O:4]. (3) Given the reactants Cl[C:2]1[N:10]=[C:9]2[C:5]([N:6]=[CH:7][N:8]2[C:11]2[CH:16]=[CH:15][C:14]([I:17])=[C:13]([F:18])[CH:12]=2)=[CH:4][N:3]=1.Cl.[NH2:20][C@@H:21]1[CH2:25][CH2:24][C@@H:23]([C:26]([OH:28])=[O:27])[CH2:22]1.C(N(C(C)C)C(C)C)C, predict the reaction product. The product is: [F:18][C:13]1[CH:12]=[C:11]([N:8]2[CH:7]=[N:6][C:5]3[C:9]2=[N:10][C:2]([NH:20][C@@H:21]2[CH2:25][CH2:24][C@@H:23]([C:26]([OH:28])=[O:27])[CH2:22]2)=[N:3][CH:4]=3)[CH:16]=[CH:15][C:14]=1[I:17]. (4) Given the reactants [Cl:1][C:2]1[CH:7]=[CH:6][C:5]([C@H:8]2[N:15]3[C:11]([S:12][C:13]([C:19]([N:21]4[C@H:28]([CH3:29])[CH2:27][CH2:26][C@H:22]4[C:23]([OH:25])=O)=[O:20])=[C:14]3[CH:16]([CH3:18])[CH3:17])=[N:10][C@:9]2([C:31]2[CH:36]=[CH:35][C:34]([Cl:37])=[CH:33][CH:32]=2)[CH3:30])=[CH:4][CH:3]=1.[F:38][CH2:39][C@H:40]1[CH2:44][NH:43][CH2:42][C@H:41]1[NH:45][C:46](=[O:52])[O:47][C:48]([CH3:51])([CH3:50])[CH3:49], predict the reaction product. The product is: [Cl:1][C:2]1[CH:7]=[CH:6][C:5]([C@H:8]2[N:15]3[C:11]([S:12][C:13]([C:19]([N:21]4[C@H:28]([CH3:29])[CH2:27][CH2:26][C@H:22]4[C:23]([N:43]4[CH2:44][C@H:40]([CH2:39][F:38])[C@H:41]([NH:45][C:46](=[O:52])[O:47][C:48]([CH3:50])([CH3:49])[CH3:51])[CH2:42]4)=[O:25])=[O:20])=[C:14]3[CH:16]([CH3:18])[CH3:17])=[N:10][C@:9]2([C:31]2[CH:32]=[CH:33][C:34]([Cl:37])=[CH:35][CH:36]=2)[CH3:30])=[CH:4][CH:3]=1. (5) Given the reactants CC(NC[C@@H]1OC(=O)[N:8]([C:12]2[CH:13]=[CH:14][C:15]([N:19]3[CH2:24][CH2:23][O:22][CH2:21][CH2:20]3)=[C:16]([F:18])[CH:17]=2)C1)=O.FC1C=C([N+]([O-])=O)C=CC=1N1CCOCC1.C([O-])=O.[NH4+].CC(C)=O, predict the reaction product. The product is: [F:18][C:16]1[CH:17]=[C:12]([CH:13]=[CH:14][C:15]=1[N:19]1[CH2:24][CH2:23][O:22][CH2:21][CH2:20]1)[NH2:8]. (6) The product is: [C:14]([C:4]([NH2:19])([OH:5])[CH2:3][CH3:2])([O:13][CH2:12][C:9]1[CH:10]=[CH:11][CH:6]=[CH:7][CH:8]=1)=[O:15]. Given the reactants N[CH2:2][CH2:3][CH2:4][OH:5].[CH:6]1[CH:11]=[CH:10][C:9]([CH2:12][O:13][C:14](Cl)=[O:15])=[CH:8][CH:7]=1.CC[N:19](C(C)C)C(C)C, predict the reaction product. (7) Given the reactants [N:1]1([C:7]([O:9][C:10]([CH3:13])([CH3:12])[CH3:11])=[O:8])[CH2:6][CH2:5][NH:4][CH2:3][CH2:2]1.[Br:14][C:15]1[CH:16]=[C:17]2[C:22](=[CH:23][C:24]=1[Cl:25])[N:21]=[C:20]([CH3:26])[N:19]=[C:18]2Cl, predict the reaction product. The product is: [Br:14][C:15]1[CH:16]=[C:17]2[C:22](=[CH:23][C:24]=1[Cl:25])[N:21]=[C:20]([CH3:26])[N:19]=[C:18]2[N:4]1[CH2:5][CH2:6][N:1]([C:7]([O:9][C:10]([CH3:13])([CH3:12])[CH3:11])=[O:8])[CH2:2][CH2:3]1. (8) Given the reactants [H-].[Na+].[OH:3]/[N:4]=[C:5](\[CH2:11][C:12]1[CH:17]=[CH:16][CH:15]=[CH:14][CH:13]=1)/[C:6]([O:8]CC)=[O:7].Cl[CH2:19][C:20]1[CH:39]=[CH:38][C:23]([O:24][CH2:25][C:26]2[N:27]=[C:28]([C:32]3[CH:37]=[CH:36][CH:35]=[CH:34][CH:33]=3)[O:29][C:30]=2[CH3:31])=[CH:22][CH:21]=1.Cl.C(=O)(O)[O-].[Na+], predict the reaction product. The product is: [CH3:31][C:30]1[O:29][C:28]([C:32]2[CH:33]=[CH:34][CH:35]=[CH:36][CH:37]=2)=[N:27][C:26]=1[CH2:25][O:24][C:23]1[CH:22]=[CH:21][C:20]([CH2:19][O:3]/[N:4]=[C:5](\[CH2:11][C:12]2[CH:13]=[CH:14][CH:15]=[CH:16][CH:17]=2)/[C:6]([OH:8])=[O:7])=[CH:39][CH:38]=1. (9) The product is: [CH3:9][O:8][C:6]1[C:5]([C@@:10]2([CH3:17])[CH2:15][CH2:14][CH2:13][NH:12][C:11]2=[O:16])=[CH:4][CH:3]=[C:2]([C:25]2[CH:26]=[C:27]3[C:22]([CH:21]=[CH:20][N:19]3[CH3:18])=[CH:23][CH:24]=2)[N:7]=1. Given the reactants Cl[C:2]1[N:7]=[C:6]([O:8][CH3:9])[C:5]([C@@:10]2([CH3:17])[CH2:15][CH2:14][CH2:13][NH:12][C:11]2=[O:16])=[CH:4][CH:3]=1.[CH3:18][N:19]1[C:27]2[C:22](=[CH:23][CH:24]=[C:25](B3OC(C)(C)C(C)(C)O3)[CH:26]=2)[CH:21]=[CH:20]1.O1CCOCC1.C([O-])([O-])=O.[Na+].[Na+], predict the reaction product. (10) Given the reactants [C:1]([O:5][C:6]([N:8]1[CH2:13][CH2:12][CH:11]([NH:14][C:15](=[O:25])[C:16]2[CH:21]=[C:20]([O:22][CH3:23])[CH:19]=[C:18]([OH:24])[CH:17]=2)[CH2:10][CH2:9]1)=[O:7])([CH3:4])([CH3:3])[CH3:2].OC1C=C(C=C(OC)C=1)C(O)=O.C(OC(N1CCC(N)CC1)=O)(C)(C)C.Cl.CN(C)CCCN=C=NCC.C(=O)([O-])[O-].[K+].[K+].[CH3:70][O:71][C:72](=[O:77])[CH2:73][CH2:74][CH2:75]Br, predict the reaction product. The product is: [C:1]([O:5][C:6]([N:8]1[CH2:9][CH2:10][CH:11]([NH:14][C:15](=[O:25])[C:16]2[CH:17]=[C:18]([O:24][CH2:75][CH2:74][CH2:73][C:72]([O:71][CH3:70])=[O:77])[CH:19]=[C:20]([O:22][CH3:23])[CH:21]=2)[CH2:12][CH2:13]1)=[O:7])([CH3:4])([CH3:2])[CH3:3].